Task: Predict the reactants needed to synthesize the given product.. Dataset: Full USPTO retrosynthesis dataset with 1.9M reactions from patents (1976-2016) (1) Given the product [Br:1][C:2]1[CH:11]=[CH:10][CH:9]=[C:8]2[C:3]=1[N:4]=[C:5]([NH:17][CH:14]1[CH2:16][CH2:15]1)[C:6]([CH3:12])=[N:7]2, predict the reactants needed to synthesize it. The reactants are: [Br:1][C:2]1[CH:11]=[CH:10][CH:9]=[C:8]2[C:3]=1[N:4]=[C:5](F)[C:6]([CH3:12])=[N:7]2.[CH:14]1([NH2:17])[CH2:16][CH2:15]1. (2) Given the product [Cl:1][C:2]1[CH:7]=[CH:6][CH:5]=[C:4]2[C:3]=1[CH2:8][CH2:9][N:10]=[C:11]2[CH3:12], predict the reactants needed to synthesize it. The reactants are: [Cl:1][C:2]1[CH:7]=[CH:6][CH:5]=[CH:4][C:3]=1[CH2:8][CH2:9][NH:10][C:11](=O)[CH3:12].O=P12OP3(OP(OP(O3)(O1)=O)(=O)O2)=O. (3) Given the product [CH3:22][C:20]1[CH:19]=[CH:18][C:17]([S:23][C:24]2[CH:29]=[CH:28][C:27]([OH:30])=[CH:26][CH:25]=2)=[C:16]([NH:15][C:2]2[C:3]3[C:8](=[N:7][C:6]([CH2:12][CH2:13][CH3:14])=[CH:5][CH:4]=3)[N:9]=[CH:10][CH:11]=2)[CH:21]=1, predict the reactants needed to synthesize it. The reactants are: Cl[C:2]1[CH:11]=[CH:10][N:9]=[C:8]2[C:3]=1[CH:4]=[CH:5][C:6]([CH2:12][CH2:13][CH3:14])=[N:7]2.[NH2:15][C:16]1[CH:21]=[C:20]([CH3:22])[CH:19]=[CH:18][C:17]=1[S:23][C:24]1[CH:29]=[CH:28][C:27]([OH:30])=[CH:26][CH:25]=1. (4) Given the product [CH3:20][CH:18]([O:17][C:15]([C:14]1[C:9]([N:6]2[CH2:7][CH2:8][C@@H:4]([N:3]([CH2:1][CH3:2])[CH2:28][C:29]3[CH:34]=[CH:33][C:32]([CH2:35][N:36]([CH2:47][CH3:48])[C@@H:37]4[CH2:41][CH2:40][N:39]([C:42](=[O:46])[CH:43]([CH3:45])[CH3:44])[CH2:38]4)=[CH:31][CH:30]=3)[CH2:5]2)=[N:10][CH:11]=[CH:12][CH:13]=1)=[O:16])[CH3:19], predict the reactants needed to synthesize it. The reactants are: [CH2:1]([NH:3][C@@H:4]1[CH2:8][CH2:7][N:6]([C:9]2[C:14]([C:15]([O:17][CH:18]([CH3:20])[CH3:19])=[O:16])=[CH:13][CH:12]=[CH:11][N:10]=2)[CH2:5]1)[CH3:2].C(=O)([O-])[O-].[K+].[K+].Br[CH2:28][C:29]1[CH:34]=[CH:33][C:32]([CH2:35][N:36]([CH2:47][CH3:48])[C@@H:37]2[CH2:41][CH2:40][N:39]([C:42](=[O:46])[CH:43]([CH3:45])[CH3:44])[CH2:38]2)=[CH:31][CH:30]=1. (5) Given the product [F:2][C:3]1[CH:4]=[C:5]2[C:10](=[C:11]([N:13]3[CH2:14][CH2:15][N:16]([CH3:19])[CH2:17][CH2:18]3)[CH:12]=1)[O:9][CH:8]([C:20]([NH:54][C:55]1[CH:56]=[CH:57][C:58]([N:61]3[CH2:65][CH2:64][O:63][C:62]3=[O:66])=[CH:59][CH:60]=1)=[O:22])[CH2:7][CH2:6]2, predict the reactants needed to synthesize it. The reactants are: Cl.[F:2][C:3]1[CH:4]=[C:5]2[C:10](=[C:11]([N:13]3[CH2:18][CH2:17][N:16]([CH3:19])[CH2:15][CH2:14]3)[CH:12]=1)[O:9][CH:8]([C:20]([OH:22])=O)[CH2:7][CH2:6]2.C(N(CC)C(C)C)(C)C.CN(C(ON1N=NC2C=CC=CC1=2)=[N+](C)C)C.[B-](F)(F)(F)F.[NH2:54][C:55]1[CH:60]=[CH:59][C:58]([N:61]2[CH2:65][CH2:64][O:63][C:62]2=[O:66])=[CH:57][CH:56]=1. (6) The reactants are: Br[C:2]1[C:3]([OH:14])=[C:4]([C:7]([CH3:13])=[C:8]([N+:10]([O-:12])=[O:11])[CH:9]=1)[CH:5]=[O:6].[CH:15]1([B-](F)(F)F)[CH2:17][CH2:16]1.[K+].O.[O-]P([O-])([O-])=O.[K+].[K+].[K+].C1(P(C2CCCCC2)C2C=CC=CC=2C2C(OC(C)C)=CC=CC=2OC(C)C)CCCCC1. Given the product [CH:15]1([C:2]2[C:3]([OH:14])=[C:4]([C:7]([CH3:13])=[C:8]([N+:10]([O-:12])=[O:11])[CH:9]=2)[CH:5]=[O:6])[CH2:17][CH2:16]1, predict the reactants needed to synthesize it. (7) Given the product [CH2:10]([O:9][C:7]([C:5]1[N:6]2[CH:13]=[C:14]([C:16]3[CH:21]=[CH:20][CH:19]=[CH:18][C:17]=3[N+:22]([O-:24])=[O:23])[N:1]=[C:2]2[S:3][CH:4]=1)=[O:8])[CH3:11], predict the reactants needed to synthesize it. The reactants are: [NH2:1][C:2]1[S:3][CH:4]=[C:5]([C:7]([O:9][CH2:10][CH3:11])=[O:8])[N:6]=1.Br[CH2:13][C:14]([C:16]1[CH:21]=[CH:20][CH:19]=[CH:18][C:17]=1[N+:22]([O-:24])=[O:23])=O. (8) Given the product [ClH:42].[NH2:2][C@H:3]1[CH2:7][CH2:6][CH2:5][C@@H:4]1[NH:8][C:9](=[O:20])[C:10]1[C:15]([O:16][CH3:17])=[CH:14][CH:13]=[CH:12][C:11]=1[O:18][CH3:19], predict the reactants needed to synthesize it. The reactants are: Cl.[NH2:2][C@@H:3]1[CH2:7][CH2:6][CH2:5][C@@H:4]1[NH:8][C:9](=[O:20])[C:10]1[C:15]([O:16][CH3:17])=[CH:14][CH:13]=[CH:12][C:11]=1[O:18][CH3:19].N[C@H]1CCC[C@@H]1NC(=O)OC(C)(C)C.COC1C(OC)=C(C=CC=1)C([Cl:42])=O.C(=O)(O)[O-].[Na+]. (9) Given the product [F:1][CH:16]([C:10]1[CH:15]=[CH:14][CH:13]=[CH:12][CH:11]=1)[CH3:17], predict the reactants needed to synthesize it. The reactants are: [F:1]C1(F)N(C)CCN1C.[C:10]1([CH:16](O)[CH3:17])[CH:15]=[CH:14][CH:13]=[CH:12][CH:11]=1.C([O-])([O-])=O.[Na+].[Na+].